Dataset: Full USPTO retrosynthesis dataset with 1.9M reactions from patents (1976-2016). Task: Predict the reactants needed to synthesize the given product. (1) Given the product [CH3:33][C:29]1[CH:30]=[CH:31][CH:32]=[C:9]([CH3:8])[C:10]=1[CH2:11][O:12][C:13]1[CH:14]=[C:15]([C:19](=[O:28])[CH:20]=[CH:21][C:22]([O:24][CH2:25][CH3:26])=[O:23])[CH:16]=[CH:17][CH:18]=1, predict the reactants needed to synthesize it. The reactants are: C(N(CC)CC)C.[CH2:8]=[C:9]1[CH2:32][CH:31]=[CH:30][C:29](=[CH2:33])[CH:10]1[CH2:11][O:12][C:13]1[CH:14]=[C:15]([C:19](=[O:28])[CH:20](Br)[CH2:21][C:22]([O:24][CH2:25][CH3:26])=[O:23])[CH:16]=[CH:17][CH:18]=1. (2) The reactants are: [Cl:1][C:2]1[CH:10]=[C:9]([O:11][CH2:12][CH2:13][F:14])[CH:8]=[CH:7][C:3]=1[C:4](O)=[O:5].S(Cl)([Cl:17])=O. Given the product [Cl:1][C:2]1[CH:10]=[C:9]([O:11][CH2:12][CH2:13][F:14])[CH:8]=[CH:7][C:3]=1[C:4]([Cl:17])=[O:5], predict the reactants needed to synthesize it. (3) Given the product [C@H:1]1([NH:10][C:11]2[C:12]3[CH:19]=[CH:18][N:17]([C@@H:20]4[CH2:21][C@@H:22]([CH2:26][O:27][S:50]([NH:49][C:48](=[O:54])[O:47][C:43]([CH3:45])([CH3:44])[CH3:46])(=[O:51])=[O:52])[C@@H:23]([OH:25])[CH2:24]4)[C:13]=3[N:14]=[CH:15][N:16]=2)[C:9]2[C:4](=[CH:5][CH:6]=[CH:7][CH:8]=2)[CH2:3][CH2:2]1, predict the reactants needed to synthesize it. The reactants are: [C@H:1]1([NH:10][C:11]2[C:12]3[CH:19]=[CH:18][N:17]([C@H:20]4[CH2:24][C@H:23]([OH:25])[C@H:22]([CH2:26][OH:27])[CH2:21]4)[C:13]=3[N:14]=[CH:15][N:16]=2)[C:9]2[C:4](=[CH:5][CH:6]=[CH:7][CH:8]=2)[CH2:3][CH2:2]1.C(C1C=C(C)C=C(C(C)(C)C)N=1)(C)(C)C.[C:43]([O:47][C:48](=[O:54])[NH:49][S:50](Cl)(=[O:52])=[O:51])([CH3:46])([CH3:45])[CH3:44]. (4) Given the product [CH3:1][N:2]1[CH:6]=[C:5]2[C:4]([C:24](=[O:32])[NH:25][CH2:26][CH:27]3[CH2:28][N:29]([CH2:22][CH2:21][N:19]4[CH:20]=[C:16]([C:12]5[N:11]=[C:10]([C:8](=[O:9])[NH:7]2)[CH:15]=[CH:14][CH:13]=5)[CH:17]=[N:18]4)[CH2:30][CH2:31]3)=[N:3]1, predict the reactants needed to synthesize it. The reactants are: [CH3:1][N:2]1[CH:6]=[C:5]([NH:7][C:8]([C:10]2[CH:15]=[CH:14][CH:13]=[C:12]([C:16]3[CH:17]=[N:18][N:19]([CH2:21][CH2:22]Cl)[CH:20]=3)[N:11]=2)=[O:9])[C:4]([C:24](=[O:32])[NH:25][CH2:26][CH:27]2[CH2:31][CH2:30][NH:29][CH2:28]2)=[N:3]1.C(N(C(C)C)C(C)C)C.[I-].[K+]. (5) Given the product [OH:8][C:9]1[CH:10]=[CH:11][C:12]([CH:20]([OH:37])[CH2:21][NH:22][C:23]2([CH2:26][C:27]3[CH:28]=[CH:29][C:30]([C:33]([F:36])([F:34])[F:35])=[CH:31][CH:32]=3)[CH2:25][CH2:24]2)=[C:13]2[C:18]=1[NH:17][C:16](=[O:19])[CH:15]=[CH:14]2, predict the reactants needed to synthesize it. The reactants are: C([O:8][C:9]1[CH:10]=[CH:11][C:12]([CH:20]([OH:37])[CH2:21][NH:22][C:23]2([CH2:26][C:27]3[CH:32]=[CH:31][C:30]([C:33]([F:36])([F:35])[F:34])=[CH:29][CH:28]=3)[CH2:25][CH2:24]2)=[C:13]2[C:18]=1[NH:17][C:16](=[O:19])[CH:15]=[CH:14]2)C1C=CC=CC=1.